From a dataset of Catalyst prediction with 721,799 reactions and 888 catalyst types from USPTO. Predict which catalyst facilitates the given reaction. Reactant: [CH3:1][C:2]([CH3:4])=[O:3].[C:5]1([CH:11]([OH:13])C)C=[CH:9][CH:8]=[CH:7][CH:6]=1.[C:14]([O:21][CH2:22][CH2:23][CH2:24][CH2:25][CH2:26][CH3:27])(=[O:20])[CH2:15][CH2:16][CH2:17][CH2:18][CH3:19]. Product: [C:14]([O:21][CH2:22][CH2:23][CH2:24][CH2:25][CH2:26][CH3:27])(=[O:20])[CH2:15][CH2:16][CH2:17][CH2:18][CH3:19].[C:11]([O:3][CH:2]([CH3:4])[CH3:1])(=[O:13])[CH2:5][CH2:6][CH2:7][CH2:8][CH3:9]. The catalyst class is: 32.